Task: Predict the reactants needed to synthesize the given product.. Dataset: Full USPTO retrosynthesis dataset with 1.9M reactions from patents (1976-2016) (1) Given the product [Br:1][C:2]1[CH:32]=[CH:31][C:30]([F:33])=[CH:29][C:3]=1[O:4][CH:5]1[CH2:10][CH2:9][N:8]([C:11]2[N:16]=[CH:15][C:14]([C:17]3[N:18]=[N:19][N:20]([CH:22]([CH3:28])[C:23]([OH:25])=[O:24])[CH:21]=3)=[CH:13][N:12]=2)[CH2:7][CH2:6]1, predict the reactants needed to synthesize it. The reactants are: [Br:1][C:2]1[CH:32]=[CH:31][C:30]([F:33])=[CH:29][C:3]=1[O:4][CH:5]1[CH2:10][CH2:9][N:8]([C:11]2[N:16]=[CH:15][C:14]([C:17]3[N:18]=[N:19][N:20]([CH:22]([CH3:28])[C:23]([O:25]CC)=[O:24])[CH:21]=3)=[CH:13][N:12]=2)[CH2:7][CH2:6]1.[OH-].[Li+].O.OP([O-])(O)=O.[K+]. (2) Given the product [CH3:10][O:9][C:8]1[C:3]2[O:2][C:12]3[C:11]([C:4]=2[CH:5]=[CH:6][CH:7]=1)=[CH:16][CH:15]=[CH:14][N:13]=3, predict the reactants needed to synthesize it. The reactants are: C[O:2][C:3]1[C:8]([O:9][CH3:10])=[CH:7][CH:6]=[CH:5][C:4]=1[C:11]1[C:12](N)=[N:13][CH:14]=[CH:15][CH:16]=1.N(OC(C)(C)C)=O. (3) The reactants are: [F:1][C:2]1[CH:7]=[CH:6][C:5]([C:8]2[S:9][CH2:10][C:11]([CH3:16])([C:13]([OH:15])=O)[N:12]=2)=[CH:4][CH:3]=1.[NH2:17][C:18]1[CH:19]=[CH:20][C:21]([C:28]#[N:29])=[C:22]([C:24]([F:27])([F:26])[F:25])[CH:23]=1.CCN(C(C)C)C(C)C.C1CN([P+](Br)(N2CCCC2)N2CCCC2)CC1.F[P-](F)(F)(F)(F)F. Given the product [C:28]([C:21]1[CH:20]=[CH:19][C:18]([NH:17][C:13]([C:11]2([CH3:16])[CH2:10][S:9][C:8]([C:5]3[CH:4]=[CH:3][C:2]([F:1])=[CH:7][CH:6]=3)=[N:12]2)=[O:15])=[CH:23][C:22]=1[C:24]([F:25])([F:26])[F:27])#[N:29], predict the reactants needed to synthesize it. (4) Given the product [Na+:11].[CH2:1]([P:3]([OH:9])([CH2:5][C:6]([O-:8])=[O:7])=[O:4])[CH3:2], predict the reactants needed to synthesize it. The reactants are: [CH2:1]([P:3]([OH:9])([CH2:5][C:6]([OH:8])=[O:7])=[O:4])[CH3:2].[OH-].[Na+:11]. (5) Given the product [NH:9]1[C:8]2[CH:10]=[CH:11][CH:12]=[CH:13][C:7]=2[N:6]=[C:5]1[CH2:4][NH:3][C:32]([NH2:31])=[S:33], predict the reactants needed to synthesize it. The reactants are: Cl.Cl.[NH2:3][CH2:4][C:5]1[NH:6][C:7]2[CH:13]=[CH:12][CH:11]=[CH:10][C:8]=2[N:9]=1.CCN(C(C)C)C(C)C.C1C=CC(C([N:31]=[C:32]=[S:33])=O)=CC=1. (6) Given the product [CH2:1]([N:8]1[CH2:13][CH2:12][N:11]([C:14]2[CH:26]=[C:25]3[C:17]([C:18]4[CH:19]=[C:20]([C:33]5[CH:32]=[C:31]([CH3:40])[CH:36]=[CH:35][CH:34]=5)[CH:21]=[C:22]([C:27]([NH2:29])=[O:28])[C:23]=4[NH:24]3)=[CH:16][CH:15]=2)[CH2:10][CH2:9]1)[C:2]1[CH:7]=[CH:6][CH:5]=[CH:4][CH:3]=1, predict the reactants needed to synthesize it. The reactants are: [CH2:1]([N:8]1[CH2:13][CH2:12][N:11]([C:14]2[CH:26]=[C:25]3[C:17]([C:18]4[CH:19]=[C:20](Br)[CH:21]=[C:22]([C:27]([NH2:29])=[O:28])[C:23]=4[NH:24]3)=[CH:16][CH:15]=2)[CH2:10][CH2:9]1)[C:2]1[CH:7]=[CH:6][CH:5]=[CH:4][CH:3]=1.[C:31]1([CH3:40])[CH:36]=[CH:35][CH:34]=[C:33](B(O)O)[CH:32]=1.C([O-])([O-])=O.[Na+].[Na+]. (7) Given the product [CH2:25]([O:24][C:22]([C:21]1[C:20]2([C:18]([O:17][CH2:15][CH3:16])=[O:19])[N:57]([CH2:56][CH2:55][C:54]3[C:58]4[C:51](=[CH:50][CH:49]=[C:48]([O:47][CH3:46])[CH:59]=4)[NH:52][C:53]=32)[CH:4]=[C:3]([C:12](=[O:13])[C:11]2[CH:10]=[C:9]([CH3:14])[CH:8]=[CH:7][C:6]=2[OH:5])[CH:1]=1)=[O:23])[CH3:26], predict the reactants needed to synthesize it. The reactants are: [CH:1]([C:3]1[C:12](=[O:13])[C:11]2[C:6](=[CH:7][CH:8]=[C:9]([CH3:14])[CH:10]=2)[O:5][CH:4]=1)=O.[CH2:15]([O:17][C:18]([C:20]#[C:21][C:22]([O:24][CH2:25][CH3:26])=[O:23])=[O:19])[CH3:16].C1(P(C2C=CC=CC=2)C2C=CC=CC=2)C=CC=CC=1.[CH3:46][O:47][C:48]1[CH:59]=[C:58]2[C:51]([NH:52][CH:53]=[C:54]2[CH2:55][CH2:56][NH2:57])=[CH:50][CH:49]=1. (8) Given the product [CH3:1][O:2][C:3]1[CH:8]=[CH:7][C:6]([S:9][C:10](=[O:13])[NH:29][C:27]2[O:26][N:25]=[C:24]([C:20]([CH3:23])([CH3:22])[CH3:21])[CH:28]=2)=[CH:5][CH:4]=1, predict the reactants needed to synthesize it. The reactants are: [CH3:1][O:2][C:3]1[CH:8]=[CH:7][C:6]([SH:9])=[CH:5][CH:4]=1.[C:10](=[O:13])([O-])[O-].[K+].[K+].C(Cl)(Cl)=O.[C:20]([C:24]1[CH:28]=[C:27]([NH2:29])[O:26][N:25]=1)([CH3:23])([CH3:22])[CH3:21].